Task: Predict the product of the given reaction.. Dataset: Forward reaction prediction with 1.9M reactions from USPTO patents (1976-2016) (1) Given the reactants P(Cl)(Cl)([Cl:3])=O.[N:6]1[C:11]2[NH:12][CH:13]=[CH:14][C:10]=2[C:9](O)=[N:8][CH:7]=1, predict the reaction product. The product is: [Cl:3][C:9]1[C:10]2[CH:14]=[CH:13][NH:12][C:11]=2[N:6]=[CH:7][N:8]=1. (2) Given the reactants [OH:1][C@H:2]([CH2:6][CH:7]([CH3:9])[CH3:8])[C:3]([OH:5])=O.[CH2:10]([N:17]1[CH2:22][CH2:21][NH:20][CH2:19][CH2:18]1)[C:11]1[CH:16]=[CH:15][CH:14]=[CH:13][CH:12]=1.C(N(CC)CC)C.C1C=CC2N(O)N=NC=2C=1.CCN=C=NCCCN(C)C.Cl, predict the reaction product. The product is: [CH2:10]([N:17]1[CH2:22][CH2:21][N:20]([C:3](=[O:5])[CH:2]([OH:1])[CH2:6][CH:7]([CH3:9])[CH3:8])[CH2:19][CH2:18]1)[C:11]1[CH:12]=[CH:13][CH:14]=[CH:15][CH:16]=1. (3) Given the reactants CC1(C)[O:6][CH:5]([CH2:7][O:8][NH:9][C:10]([C:12]2[N:20]([CH:21]3[CH2:23][CH2:22]3)[C:19]3[CH:18]=[CH:17][N:16]=[CH:15][C:14]=3[C:13]=2[NH:24][C:25]2[CH:30]=[CH:29][C:28]([I:31])=[CH:27][C:26]=2[F:32])=[O:11])[CH2:4][O:3]1.Cl, predict the reaction product. The product is: [OH:6][CH:5]([CH2:4][OH:3])[CH2:7][O:8][NH:9][C:10]([C:12]1[N:20]([CH:21]2[CH2:22][CH2:23]2)[C:19]2[CH:18]=[CH:17][N:16]=[CH:15][C:14]=2[C:13]=1[NH:24][C:25]1[CH:30]=[CH:29][C:28]([I:31])=[CH:27][C:26]=1[F:32])=[O:11].